This data is from Catalyst prediction with 721,799 reactions and 888 catalyst types from USPTO. The task is: Predict which catalyst facilitates the given reaction. (1) Reactant: [C:1]12[CH2:8][CH2:7][C:6]1=[CH:5][CH:4]=[C:3]([N:9]([C:18]1[CH:23]=[CH:22][CH:21]=[CH:20][CH:19]=1)[C:10]1[CH:17]=[CH:16][C:15]3[CH2:14][CH2:13][C:12]=3[CH:11]=1)[CH:2]=2.[Br:24]N1C(=O)CCC1=O.C1(C)C=CC=CC=1. Product: [C:1]12[CH2:8][CH2:7][C:6]1=[CH:5][CH:4]=[C:3]([N:9]([C:18]1[CH:23]=[CH:22][C:21]([Br:24])=[CH:20][CH:19]=1)[C:10]1[CH:17]=[CH:16][C:15]3[CH2:14][CH2:13][C:12]=3[CH:11]=1)[CH:2]=2. The catalyst class is: 9. (2) Reactant: [CH3:1][N:2](C)[C:3](Cl)=O.[CH2:7]([NH:15][C:16](=O)[CH3:17])[CH2:8][CH2:9][CH2:10][CH2:11][CH2:12][CH2:13][CH3:14].[OH-].[Na+].C(=O)([O-])[O-].[Ca+2]. Product: [CH3:1][N:2]([CH3:3])[C:16](=[N:15][CH2:7][CH2:8][CH2:9][CH2:10][CH2:11][CH2:12][CH2:13][CH3:14])[CH3:17]. The catalyst class is: 93. (3) Reactant: [F:1][C:2]1[CH:7]=[CH:6][CH:5]=[CH:4][C:3]=1[CH:8]1[CH2:13][CH2:12][NH:11][CH2:10][CH:9]1[CH2:14][N:15]([C@@H:23]([C:25]1[C:34]2[C:29](=[CH:30][CH:31]=[CH:32][CH:33]=2)[CH:28]=[CH:27][CH:26]=1)[CH3:24])[C:16](=[O:22])[O:17][C:18]([CH3:21])([CH3:20])[CH3:19].C(N(CC)CC)C.[Cl:42][C:43]1[CH:44]=[C:45]([CH:50]=[CH:51][C:52]=1[NH:53][C:54](OC1C=CC([N+]([O-])=O)=CC=1)=[O:55])[C:46]([O:48][CH3:49])=[O:47]. Product: [C:18]([O:17][C:16]([N:15]([CH2:14][CH:9]1[CH:8]([C:3]2[CH:4]=[CH:5][CH:6]=[CH:7][C:2]=2[F:1])[CH2:13][CH2:12][N:11]([C:54]([NH:53][C:52]2[CH:51]=[CH:50][C:45]([C:46]([O:48][CH3:49])=[O:47])=[CH:44][C:43]=2[Cl:42])=[O:55])[CH2:10]1)[C@@H:23]([C:25]1[C:34]2[C:29](=[CH:30][CH:31]=[CH:32][CH:33]=2)[CH:28]=[CH:27][CH:26]=1)[CH3:24])=[O:22])([CH3:19])([CH3:21])[CH3:20]. The catalyst class is: 1. (4) Reactant: COC1C=CC(C[NH:8][C:9]2[C:14]([C:15]([NH:17][C:18]3[CH:23]=[CH:22][CH:21]=[C:20]([O:24][CH3:25])[CH:19]=3)=[O:16])=[C:13]([NH:26][C@H:27]([C:29]3[N:34]([C:35]4[CH:40]=[CH:39][CH:38]=[CH:37][CH:36]=4)[C:33](=[O:41])[C:32]4=[C:42]([CH3:45])[CH:43]=[CH:44][N:31]4[N:30]=3)[CH3:28])[N:12]=[CH:11][N:10]=2)=CC=1. Product: [NH2:8][C:9]1[C:14]([C:15]([NH:17][C:18]2[CH:23]=[CH:22][CH:21]=[C:20]([O:24][CH3:25])[CH:19]=2)=[O:16])=[C:13]([NH:26][C@H:27]([C:29]2[N:34]([C:35]3[CH:36]=[CH:37][CH:38]=[CH:39][CH:40]=3)[C:33](=[O:41])[C:32]3=[C:42]([CH3:45])[CH:43]=[CH:44][N:31]3[N:30]=2)[CH3:28])[N:12]=[CH:11][N:10]=1. The catalyst class is: 55. (5) Reactant: C([O:3][C:4](=[O:27])[C:5]1[CH:10]=[C:9]([NH:11][C:12]2[N:17]=[CH:16][C:15]([C:18]3[CH:23]=[CH:22][C:21]([O:24][CH3:25])=[CH:20][CH:19]=3)=[CH:14][N:13]=2)[CH:8]=[N:7][C:6]=1[CH3:26])C.CO.O.[Li+].[OH-]. Product: [CH3:25][O:24][C:21]1[CH:20]=[CH:19][C:18]([C:15]2[CH:14]=[N:13][C:12]([NH:11][C:9]3[CH:8]=[N:7][C:6]([CH3:26])=[C:5]([CH:10]=3)[C:4]([OH:27])=[O:3])=[N:17][CH:16]=2)=[CH:23][CH:22]=1. The catalyst class is: 1.